This data is from Full USPTO retrosynthesis dataset with 1.9M reactions from patents (1976-2016). The task is: Predict the reactants needed to synthesize the given product. (1) Given the product [CH3:14][C:15]1[C:23]2[C:18](=[CH:19][CH:20]=[CH:21][CH:22]=2)[NH:17][C:16]=1[CH:24]=[C:7]1[C:6]2[C:10](=[CH:11][CH:12]=[C:4]([C:1]([OH:3])=[O:2])[CH:5]=2)[NH:9][C:8]1=[O:13], predict the reactants needed to synthesize it. The reactants are: [C:1]([C:4]1[CH:5]=[C:6]2[C:10](=[CH:11][CH:12]=1)[NH:9][C:8](=[O:13])[CH2:7]2)([OH:3])=[O:2].[CH3:14][C:15]1[C:23]2[C:18](=[CH:19][CH:20]=[CH:21][CH:22]=2)[NH:17][C:16]=1[CH:24]=O.N1CCCCC1. (2) Given the product [F:26][C:25]1[CH:24]=[CH:23][C:11]([C:12]([NH:14][C:15]2[CH:20]=[C:19]([CH3:21])[CH:18]=[CH:17][C:16]=2[F:22])=[O:13])=[CH:10][C:9]=1[O:8][C:6]1[CH:5]=[CH:4][N:3]=[C:2]([C:35]2[NH:39][CH:38]=[C:37]([C:40]([O:42][CH3:43])=[O:41])[CH:36]=2)[CH:7]=1, predict the reactants needed to synthesize it. The reactants are: Cl[C:2]1[CH:7]=[C:6]([O:8][C:9]2[CH:10]=[C:11]([CH:23]=[CH:24][C:25]=2[F:26])[C:12]([NH:14][C:15]2[CH:20]=[C:19]([CH3:21])[CH:18]=[CH:17][C:16]=2[F:22])=[O:13])[CH:5]=[CH:4][N:3]=1.CC1(C)C(C)(C)OB([C:35]2[NH:39][CH:38]=[C:37]([C:40]([O:42][CH3:43])=[O:41])[CH:36]=2)O1.C(=O)([O-])[O-].[K+].[K+].ClCCl. (3) Given the product [CH3:1][C:2]1[CH:3]=[C:4]([NH:8][C:9]([NH:11][C:12]2[CH:13]=[CH:14][C:15]([C:18]3[CH:19]=[C:20]([O:28][CH2:29][C:30]([OH:32])=[O:31])[CH:21]=[C:22]4[C:26]=3[CH2:25][NH:24][C:23]4=[O:27])=[CH:16][CH:17]=2)=[O:10])[CH:5]=[CH:6][CH:7]=1, predict the reactants needed to synthesize it. The reactants are: [CH3:1][C:2]1[CH:3]=[C:4]([NH:8][C:9]([NH:11][C:12]2[CH:17]=[CH:16][C:15]([C:18]3[CH:19]=[C:20]([O:28][CH2:29][C:30]([O:32]C(C)(C)C)=[O:31])[CH:21]=[C:22]4[C:26]=3[CH2:25][NH:24][C:23]4=[O:27])=[CH:14][CH:13]=2)=[O:10])[CH:5]=[CH:6][CH:7]=1. (4) Given the product [CH3:1][O:2][C:3]1[CH:4]=[C:5]2[C:9](=[CH:10][CH:11]=1)[C:8](=[C:15]1[C:16]3[C:21](=[CH:20][CH:19]=[CH:18][CH:17]=3)[NH:13][C:14]1=[O:22])[CH2:7][CH2:6]2, predict the reactants needed to synthesize it. The reactants are: [CH3:1][O:2][C:3]1[CH:4]=[C:5]2[C:9](=[CH:10][CH:11]=1)[C:8](=O)[CH2:7][CH2:6]2.[NH:13]1[C:21]2[C:16](=[CH:17][CH:18]=[CH:19][CH:20]=2)[CH2:15][C:14]1=[O:22].N1CCCCC1.Cl. (5) Given the product [C:19](=[O:21])=[O:20].[CH3:54][OH:55].[Cl:36][C:37]1[CH:42]=[C:41]([Cl:43])[CH:40]=[CH:39][C:38]=1[C:44]1[C:52]2[CH2:51][CH2:50][CH2:49][C@H:48]([CH2:53][C:54]([OH:56])=[O:55])[C:47]=2[N:46]([C@H:57]([C:61]2[CH:62]=[CH:63][C:64]([C:67]([F:69])([F:70])[F:68])=[CH:65][CH:66]=2)[CH2:58][CH2:59][CH3:60])[CH:45]=1.[Cl:1][C:2]1[CH:7]=[C:6]([Cl:8])[CH:5]=[CH:4][C:3]=1[C:9]1[C:17]2[CH2:16][CH2:15][CH2:14][C@@H:13]([CH2:18][C:19]([OH:21])=[O:20])[C:12]=2[N:11]([C@@H:22]([C:26]2[CH:27]=[CH:28][C:29]([C:32]([F:34])([F:35])[F:33])=[CH:30][CH:31]=2)[CH2:23][CH2:24][CH3:25])[CH:10]=1, predict the reactants needed to synthesize it. The reactants are: [Cl:1][C:2]1[CH:7]=[C:6]([Cl:8])[CH:5]=[CH:4][C:3]=1[C:9]1[C:17]2[CH2:16][CH2:15][CH2:14][C@@H:13]([CH2:18][C:19]([OH:21])=[O:20])[C:12]=2[N:11]([C@@H:22]([C:26]2[CH:31]=[CH:30][C:29]([C:32]([F:35])([F:34])[F:33])=[CH:28][CH:27]=2)[CH2:23][CH2:24][CH3:25])[CH:10]=1.[Cl:36][C:37]1[CH:42]=[C:41]([Cl:43])[CH:40]=[CH:39][C:38]=1[C:44]1[C:52]2[CH2:51][CH2:50][CH2:49][C@H:48]([CH2:53][C:54]([OH:56])=[O:55])[C:47]=2[N:46]([C@@H:57]([C:61]2[CH:66]=[CH:65][C:64]([C:67]([F:70])([F:69])[F:68])=[CH:63][CH:62]=2)[CH2:58][CH2:59][CH3:60])[CH:45]=1. (6) Given the product [CH2:22]([O:21][C:18]1[CH:19]=[CH:20][C:15]([C:14]([CH:11]2[CH2:12][CH2:13][NH:8][CH2:9][CH2:10]2)=[O:29])=[CH:16][CH:17]=1)[C:23]1[CH:28]=[CH:27][CH:26]=[CH:25][CH:24]=1, predict the reactants needed to synthesize it. The reactants are: C(OC([N:8]1[CH2:13][CH2:12][CH:11]([C:14](=[O:29])[C:15]2[CH:20]=[CH:19][C:18]([O:21][CH2:22][C:23]3[CH:28]=[CH:27][CH:26]=[CH:25][CH:24]=3)=[CH:17][CH:16]=2)[CH2:10][CH2:9]1)=O)(C)(C)C.C(O)(C(F)(F)F)=O. (7) Given the product [C:16]([O:20][C:21]([NH:23][CH2:24][C:25]1[CH:26]=[N:27][C:28]([C:31]#[N:32])=[CH:29][CH:30]=1)=[O:22])([CH3:19])([CH3:17])[CH3:18], predict the reactants needed to synthesize it. The reactants are: NCC1C=CC(CN2CCCCC2)=NC=1.[C:16]([O:20][C:21]([NH:23][CH2:24][C:25]1[CH:26]=[N:27][C:28]([CH2:31][N:32]2CCCCC2)=[CH:29][CH:30]=1)=[O:22])([CH3:19])([CH3:18])[CH3:17].Cl. (8) Given the product [Br:1][C:2]1[CH:3]=[CH:4][C:5]([N:9]2[CH2:13][CH2:12][CH:11]([NH:14][C:15](=[O:21])[O:16][C:17]([CH3:19])([CH3:18])[CH3:20])[CH2:10]2)=[N:6][CH:7]=1, predict the reactants needed to synthesize it. The reactants are: [Br:1][C:2]1[CH:3]=[CH:4][C:5](F)=[N:6][CH:7]=1.[NH:9]1[CH2:13][CH2:12][CH:11]([NH:14][C:15](=[O:21])[O:16][C:17]([CH3:20])([CH3:19])[CH3:18])[CH2:10]1.C(=O)([O-])[O-].[K+].[K+].C(OCC)(=O)C. (9) Given the product [CH2:18]([O:17][C:15]1[C:14]([Br:25])=[CH:13][C:9]2[CH:10]([CH3:12])[CH2:11][NH:5][CH2:6][CH2:7][C:8]=2[CH:16]=1)[C:19]1[CH:20]=[CH:21][CH:22]=[CH:23][CH:24]=1, predict the reactants needed to synthesize it. The reactants are: FC(F)(F)C([N:5]1[CH2:11][CH:10]([CH3:12])[C:9]2[CH:13]=[C:14]([Br:25])[C:15]([O:17][CH2:18][C:19]3[CH:24]=[CH:23][CH:22]=[CH:21][CH:20]=3)=[CH:16][C:8]=2[CH2:7][CH2:6]1)=O.[OH-].[Na+]. (10) The reactants are: [ClH:1].[N:2]1([C:9]2[CH:14]=[CH:13][C:12]([NH:15][C:16]([C:18]3[N:19]=[C:20]([C:27]4[CH:32]=[CH:31][CH:30]=[CH:29][CH:28]=4)[O:21][C:22]=3[C:23]([F:26])([F:25])[F:24])=[O:17])=[CH:11][CH:10]=2)[CH2:8][CH2:7][CH2:6][NH:5][CH2:4][CH2:3]1.[CH3:33][C:34]1([CH3:41])[CH2:39][C:38](=[O:40])[O:37][C:35]1=[O:36]. Given the product [ClH:1].[CH3:33][C:34]([CH3:41])([CH2:39][C:38](=[O:40])[N:5]1[CH2:6][CH2:7][CH2:8][N:2]([C:9]2[CH:14]=[CH:13][C:12]([NH:15][C:16]([C:18]3[N:19]=[C:20]([C:27]4[CH:32]=[CH:31][CH:30]=[CH:29][CH:28]=4)[O:21][C:22]=3[C:23]([F:26])([F:24])[F:25])=[O:17])=[CH:11][CH:10]=2)[CH2:3][CH2:4]1)[C:35]([OH:37])=[O:36], predict the reactants needed to synthesize it.